Predict which catalyst facilitates the given reaction. From a dataset of Catalyst prediction with 721,799 reactions and 888 catalyst types from USPTO. Reactant: Cl.[C:2]1([C:13]2[CH:18]=[CH:17][CH:16]=[CH:15][CH:14]=2)[CH:7]=[CH:6][C:5]([O:8][CH:9]2[CH2:12][NH:11][CH2:10]2)=[CH:4][CH:3]=1.C(N(CC)CC)C.[C:26]1([N:32]=[C:33]=[O:34])[CH:31]=[CH:30][CH:29]=[CH:28][CH:27]=1. Product: [C:26]1([NH:32][C:33]([N:11]2[CH2:12][CH:9]([O:8][C:5]3[CH:6]=[CH:7][C:2]([C:13]4[CH:18]=[CH:17][CH:16]=[CH:15][CH:14]=4)=[CH:3][CH:4]=3)[CH2:10]2)=[O:34])[CH:31]=[CH:30][CH:29]=[CH:28][CH:27]=1. The catalyst class is: 4.